This data is from Catalyst prediction with 721,799 reactions and 888 catalyst types from USPTO. The task is: Predict which catalyst facilitates the given reaction. (1) Reactant: [CH2:1]([O:3][C:4](=[O:22])[C:5]([CH3:21])([O:14][C:15]1[CH:20]=[CH:19][CH:18]=[CH:17][CH:16]=1)[CH2:6][C:7]1[CH:12]=[CH:11][CH:10]=[C:9]([OH:13])[CH:8]=1)[CH3:2].[CH3:23][N:24]1[CH:28]([CH2:29][CH2:30]OS(C2C=CC(C)=CC=2)(=O)=O)[CH2:27][N:26]([CH2:42][C:43]2[CH:48]=[CH:47][C:46]([C:49]([F:52])([F:51])[F:50])=[CH:45][CH:44]=2)[C:25]1=[O:53].C([O-])([O-])=O.[Cs+].[Cs+]. Product: [CH2:1]([O:3][C:4](=[O:22])[C:5]([CH3:21])([O:14][C:15]1[CH:20]=[CH:19][C:18]([C:49]([F:52])([F:51])[F:50])=[CH:17][CH:16]=1)[CH2:6][C:7]1[CH:12]=[CH:11][CH:10]=[C:9]([O:13][CH2:30][CH2:29][CH:28]2[CH2:27][N:26]([CH2:42][C:43]3[CH:48]=[CH:47][C:46]([C:49]([F:52])([F:51])[F:50])=[CH:45][CH:44]=3)[C:25](=[O:53])[N:24]2[CH3:23])[CH:8]=1)[CH3:2]. The catalyst class is: 3. (2) Reactant: [NH2:1][C:2]1[CH:17]=[CH:16][C:15]([OH:18])=[CH:14][C:3]=1[C:4]([NH:6][CH2:7][C:8](=[O:13])[NH:9][CH:10]([CH3:12])[CH3:11])=[O:5].[F:19][C:20]1[CH:30]=[CH:29][C:23]([C:24](=N)OCC)=[CH:22][C:21]=1[Cl:31]. Product: [Cl:31][C:21]1[CH:22]=[C:23]([C:24]2[N:6]([CH2:7][C:8]([NH:9][CH:10]([CH3:12])[CH3:11])=[O:13])[C:4](=[O:5])[C:3]3[C:2](=[CH:17][CH:16]=[C:15]([OH:18])[CH:14]=3)[N:1]=2)[CH:29]=[CH:30][C:20]=1[F:19]. The catalyst class is: 8. (3) Reactant: Cl.[Br:2][C:3]1[CH:4]=[C:5]([C:9](=[NH:11])[NH2:10])[CH:6]=[CH:7][CH:8]=1.O.[NH2:13]N.[C:15]([NH:18][CH:19]([CH2:27][CH3:28])[C:20](=O)[C:21](OCC)=[O:22])(=[O:17])[CH3:16]. Product: [Br:2][C:3]1[CH:4]=[C:5]([C:9]2[NH:10][C:21](=[O:22])[C:20]([CH:19]([NH:18][C:15](=[O:17])[CH3:16])[CH2:27][CH3:28])=[N:13][N:11]=2)[CH:6]=[CH:7][CH:8]=1. The catalyst class is: 8. (4) Reactant: [CH2:1]([N:3]1[CH2:8][CH:7]=[C:6]([C:9]2[CH:14]=[CH:13][CH:12]=[C:11]([O:15][CH:16]([CH3:18])[CH3:17])[CH:10]=2)[CH2:5][CH2:4]1)[CH3:2]. Product: [CH2:1]([N:3]1[CH2:8][CH2:7][CH:6]([C:9]2[CH:14]=[CH:13][CH:12]=[C:11]([O:15][CH:16]([CH3:17])[CH3:18])[CH:10]=2)[CH2:5][CH2:4]1)[CH3:2]. The catalyst class is: 29. (5) Reactant: C(OC(=O)[NH:7][C@@H:8]([CH2:26][C:27]1[CH:32]=[C:31]([F:33])[CH:30]=[C:29]([F:34])[CH:28]=1)[C@H:9]([OH:25])[CH2:10][NH:11][C:12]1([C:15]2[CH:20]=[CH:19][CH:18]=[C:17]([C:21]([F:24])([F:23])[F:22])[CH:16]=2)[CH2:14][CH2:13]1)(C)(C)C.[ClH:36]. Product: [ClH:36].[NH2:7][C@@H:8]([CH2:26][C:27]1[CH:28]=[C:29]([F:34])[CH:30]=[C:31]([F:33])[CH:32]=1)[C@H:9]([OH:25])[CH2:10][NH:11][C:12]1([C:15]2[CH:20]=[CH:19][CH:18]=[C:17]([C:21]([F:22])([F:23])[F:24])[CH:16]=2)[CH2:14][CH2:13]1. The catalyst class is: 268. (6) Product: [NH2:4][C:5]1[CH:6]=[C:7]([N:11]2[C:15]3[CH:16]=[CH:17][C:18]([C:20]([NH:22][CH2:23][C:24]4[CH:25]=[N:26][CH:27]=[CH:28][CH:29]=4)=[O:21])=[CH:19][C:14]=3[N:13]=[CH:12]2)[CH:8]=[CH:9][CH:10]=1. The catalyst class is: 33. Reactant: C([NH:4][C:5]1[CH:6]=[C:7]([N:11]2[C:15]3[CH:16]=[CH:17][C:18]([C:20]([NH:22][CH2:23][C:24]4[CH:25]=[N:26][CH:27]=[CH:28][CH:29]=4)=[O:21])=[CH:19][C:14]=3[N:13]=[CH:12]2)[CH:8]=[CH:9][CH:10]=1)(=O)C. (7) Reactant: [C:1]([C:9]([O:11][CH2:12][CH3:13])=[O:10])(=[O:8])[C:2]1[CH:7]=[CH:6][CH:5]=[CH:4][CH:3]=1.[CH2:14]([O:21][C:22]1[CH:23]=[C:24]([Mg]Br)[CH:25]=[CH:26][CH:27]=1)[C:15]1[CH:20]=[CH:19][CH:18]=[CH:17][CH:16]=1. Product: [CH2:14]([O:21][C:22]1[CH:23]=[C:24]([C:1]([OH:8])([C:2]2[CH:3]=[CH:4][CH:5]=[CH:6][CH:7]=2)[C:9]([O:11][CH2:12][CH3:13])=[O:10])[CH:25]=[CH:26][CH:27]=1)[C:15]1[CH:20]=[CH:19][CH:18]=[CH:17][CH:16]=1. The catalyst class is: 1. (8) Reactant: [OH:1][C:2]1[CH:9]=[C:8]([O:10][CH3:11])[CH:7]=[CH:6][C:3]=1[C:4]#[N:5].Br[CH2:13][C:14]([O:16][C:17]([CH3:20])([CH3:19])[CH3:18])=[O:15].C([O-])([O-])=O.[K+].[K+]. Product: [C:4]([C:3]1[CH:6]=[CH:7][C:8]([O:10][CH3:11])=[CH:9][C:2]=1[O:1][CH2:13][C:14]([O:16][C:17]([CH3:20])([CH3:19])[CH3:18])=[O:15])#[N:5]. The catalyst class is: 21.